From a dataset of NCI-60 drug combinations with 297,098 pairs across 59 cell lines. Regression. Given two drug SMILES strings and cell line genomic features, predict the synergy score measuring deviation from expected non-interaction effect. (1) Drug 1: C#CCC(CC1=CN=C2C(=N1)C(=NC(=N2)N)N)C3=CC=C(C=C3)C(=O)NC(CCC(=O)O)C(=O)O. Drug 2: C1CC(=O)NC(=O)C1N2C(=O)C3=CC=CC=C3C2=O. Cell line: A498. Synergy scores: CSS=-1.17, Synergy_ZIP=0.306, Synergy_Bliss=-0.142, Synergy_Loewe=-3.62, Synergy_HSA=-3.62. (2) Drug 1: CC1C(C(=O)NC(C(=O)N2CCCC2C(=O)N(CC(=O)N(C(C(=O)O1)C(C)C)C)C)C(C)C)NC(=O)C3=C4C(=C(C=C3)C)OC5=C(C(=O)C(=C(C5=N4)C(=O)NC6C(OC(=O)C(N(C(=O)CN(C(=O)C7CCCN7C(=O)C(NC6=O)C(C)C)C)C)C(C)C)C)N)C. Drug 2: CC1C(C(CC(O1)OC2CC(OC(C2O)C)OC3=CC4=CC5=C(C(=O)C(C(C5)C(C(=O)C(C(C)O)O)OC)OC6CC(C(C(O6)C)O)OC7CC(C(C(O7)C)O)OC8CC(C(C(O8)C)O)(C)O)C(=C4C(=C3C)O)O)O)O. Cell line: A498. Synergy scores: CSS=45.2, Synergy_ZIP=-1.31, Synergy_Bliss=2.65, Synergy_Loewe=0.616, Synergy_HSA=0.854. (3) Drug 1: CN1CCC(CC1)COC2=C(C=C3C(=C2)N=CN=C3NC4=C(C=C(C=C4)Br)F)OC. Drug 2: COC1=C2C(=CC3=C1OC=C3)C=CC(=O)O2. Cell line: A549. Synergy scores: CSS=6.03, Synergy_ZIP=-5.29, Synergy_Bliss=-3.99, Synergy_Loewe=-3.08, Synergy_HSA=-2.76. (4) Drug 1: CC1CCC2CC(C(=CC=CC=CC(CC(C(=O)C(C(C(=CC(C(=O)CC(OC(=O)C3CCCCN3C(=O)C(=O)C1(O2)O)C(C)CC4CCC(C(C4)OC)O)C)C)O)OC)C)C)C)OC. Drug 2: CS(=O)(=O)CCNCC1=CC=C(O1)C2=CC3=C(C=C2)N=CN=C3NC4=CC(=C(C=C4)OCC5=CC(=CC=C5)F)Cl. Cell line: A549. Synergy scores: CSS=23.0, Synergy_ZIP=2.68, Synergy_Bliss=8.97, Synergy_Loewe=5.55, Synergy_HSA=10.2. (5) Drug 2: CC1CCCC2(C(O2)CC(NC(=O)CC(C(C(=O)C(C1O)C)(C)C)O)C(=CC3=CSC(=N3)C)C)C. Drug 1: C1=CC(=CC=C1CCC2=CNC3=C2C(=O)NC(=N3)N)C(=O)NC(CCC(=O)O)C(=O)O. Synergy scores: CSS=-2.30, Synergy_ZIP=0.711, Synergy_Bliss=-0.381, Synergy_Loewe=-2.02, Synergy_HSA=-2.82. Cell line: EKVX. (6) Drug 1: CC(C1=C(C=CC(=C1Cl)F)Cl)OC2=C(N=CC(=C2)C3=CN(N=C3)C4CCNCC4)N. Drug 2: CCCCC(=O)OCC(=O)C1(CC(C2=C(C1)C(=C3C(=C2O)C(=O)C4=C(C3=O)C=CC=C4OC)O)OC5CC(C(C(O5)C)O)NC(=O)C(F)(F)F)O. Cell line: HOP-62. Synergy scores: CSS=5.32, Synergy_ZIP=1.60, Synergy_Bliss=4.38, Synergy_Loewe=3.07, Synergy_HSA=2.91. (7) Drug 1: CCCS(=O)(=O)NC1=C(C(=C(C=C1)F)C(=O)C2=CNC3=C2C=C(C=N3)C4=CC=C(C=C4)Cl)F. Drug 2: C1=CC=C(C=C1)NC(=O)CCCCCCC(=O)NO. Cell line: UO-31. Synergy scores: CSS=8.15, Synergy_ZIP=-2.44, Synergy_Bliss=2.04, Synergy_Loewe=2.04, Synergy_HSA=2.45. (8) Drug 1: C1=CC(=C(C=C1I)F)NC2=C(C=CC(=C2F)F)C(=O)NOCC(CO)O. Drug 2: CNC(=O)C1=NC=CC(=C1)OC2=CC=C(C=C2)NC(=O)NC3=CC(=C(C=C3)Cl)C(F)(F)F. Cell line: SK-OV-3. Synergy scores: CSS=64.6, Synergy_ZIP=20.2, Synergy_Bliss=20.4, Synergy_Loewe=19.8, Synergy_HSA=21.1. (9) Drug 1: CC1=C2C(C(=O)C3(C(CC4C(C3C(C(C2(C)C)(CC1OC(=O)C(C(C5=CC=CC=C5)NC(=O)OC(C)(C)C)O)O)OC(=O)C6=CC=CC=C6)(CO4)OC(=O)C)OC)C)OC. Drug 2: C1CN(P(=O)(OC1)NCCCl)CCCl. Cell line: NCI-H322M. Synergy scores: CSS=43.3, Synergy_ZIP=8.42, Synergy_Bliss=6.80, Synergy_Loewe=-66.3, Synergy_HSA=6.52.